The task is: Binary Classification. Given a drug SMILES string, predict its activity (active/inactive) in a high-throughput screening assay against a specified biological target.. This data is from HIV replication inhibition screening data with 41,000+ compounds from the AIDS Antiviral Screen. (1) The compound is COC(=O)CC(=O)Nc1sccc1S(=O)(=O)c1ccccc1. The result is 0 (inactive). (2) The drug is CCOC(=O)C(C#N)=Cc1ccc(-c2ccccc2)cc1. The result is 0 (inactive). (3) The drug is N=C(N)NCCN1CC2CCC(CC2)C1.O=S(=O)(O)O. The result is 1 (active).